Dataset: Catalyst prediction with 721,799 reactions and 888 catalyst types from USPTO. Task: Predict which catalyst facilitates the given reaction. Reactant: [CH2:1]([N:5]1[C:13]([CH2:14][C:15]2[CH:20]=[CH:19][CH:18]=[C:17]([O:21][CH3:22])[CH:16]=2)=[N:12][C:11]2[C:6]1=[N:7][CH:8]=[N:9][C:10]=2[NH2:23])[CH2:2][CH2:3][CH3:4].CO.C(Cl)[Cl:27]. Product: [CH2:1]([N:5]1[C:13]([CH2:14][C:15]2[CH:16]=[C:17]([O:21][CH3:22])[CH:18]=[CH:19][C:20]=2[Cl:27])=[N:12][C:11]2[C:6]1=[N:7][CH:8]=[N:9][C:10]=2[NH2:23])[CH2:2][CH2:3][CH3:4]. The catalyst class is: 1.